This data is from Forward reaction prediction with 1.9M reactions from USPTO patents (1976-2016). The task is: Predict the product of the given reaction. Given the reactants [NH2:1][C:2]1[C:3]([F:19])=[C:4]([C:15]([Cl:18])=[CH:16][CH:17]=1)[C:5]([O:7][CH2:8][C:9]1[CH:14]=[CH:13][CH:12]=[CH:11][CH:10]=1)=[O:6].CCN([CH2:25][CH3:26])CC.[CH2:27]([S:30](Cl)(=[O:32])=[O:31])[CH2:28][CH3:29], predict the reaction product. The product is: [Cl:18][C:15]1[C:4]([C:5]([O:7][CH2:8][C:9]2[CH:14]=[CH:13][CH:12]=[CH:11][CH:10]=2)=[O:6])=[C:3]([F:19])[C:2]([N:1]([S:30]([CH2:27][CH2:25][CH3:26])(=[O:32])=[O:31])[S:30]([CH2:27][CH2:28][CH3:29])(=[O:32])=[O:31])=[CH:17][CH:16]=1.